This data is from Reaction yield outcomes from USPTO patents with 853,638 reactions. The task is: Predict the reaction yield, written as a fraction of the theoretical maximum amount of product (1.0 means a 100% yield; for example, 0.34 means a 34% yield). (1) The reactants are [Cl:1][C:2]1[CH:3]=[CH:4][C:5]([S:9][CH2:10][C:11]2[CH:16]=[CH:15][CH:14]=[CH:13][C:12]=2[N+:17]([O-:19])=[O:18])=[C:6]([CH:8]=1)[NH2:7].[O:20]1[C:24]2[CH:25]=[CH:26][CH:27]=[CH:28][C:23]=2[CH:22]=[C:21]1[S:29](Cl)(=[O:31])=[O:30]. The catalyst is N1C=CC=CC=1. The product is [Cl:1][C:2]1[CH:3]=[CH:4][C:5]([S:9][CH2:10][C:11]2[CH:16]=[CH:15][CH:14]=[CH:13][C:12]=2[N+:17]([O-:19])=[O:18])=[C:6]([NH:7][S:29]([C:21]2[O:20][C:24]3[CH:25]=[CH:26][CH:27]=[CH:28][C:23]=3[CH:22]=2)(=[O:30])=[O:31])[CH:8]=1. The yield is 0.690. (2) The reactants are CCN(C(C)C)C(C)C.[Cl:10][C:11]1[CH:19]=[CH:18][CH:17]=[CH:16][C:12]=1[C:13]([OH:15])=O.C1C=CC2N(O)N=NC=2C=1.CCN=C=NCCCN(C)C.Cl.[O:42]=[C:43]([N:60]1[CH2:65][CH2:64][NH:63][CH2:62][CH2:61]1)[CH2:44][NH:45][C:46]([C:48]1[CH:53]=[CH:52][C:51]([C:54]2[CH:59]=[CH:58][CH:57]=[CH:56][CH:55]=2)=[CH:50][CH:49]=1)=[O:47]. The catalyst is CN(C=O)C.O. The product is [Cl:10][C:11]1[CH:19]=[CH:18][CH:17]=[CH:16][C:12]=1[C:13]([N:63]1[CH2:62][CH2:61][N:60]([C:43](=[O:42])[CH2:44][NH:45][C:46]([C:48]2[CH:53]=[CH:52][C:51]([C:54]3[CH:59]=[CH:58][CH:57]=[CH:56][CH:55]=3)=[CH:50][CH:49]=2)=[O:47])[CH2:65][CH2:64]1)=[O:15]. The yield is 0.386.